Dataset: Forward reaction prediction with 1.9M reactions from USPTO patents (1976-2016). Task: Predict the product of the given reaction. (1) Given the reactants [OH:1][C:2]1[C:7]([CH3:8])=[N:6][N:5]([CH2:9][C:10]2[CH:15]=[CH:14][CH:13]=[CH:12][C:11]=2[N+:16]([O-:18])=[O:17])[C:4](=[O:19])[C:3]=1[C:20]([O:22]CC)=O.[H-].[Na+].[N+:27](C1C=CC=CC=1CBr)([O-])=O.Cl.CC[O:41][C:42]([CH3:44])=[O:43], predict the reaction product. The product is: [OH:1][C:2]1[C:7]([CH3:8])=[N:6][N:5]([CH2:9][C:10]2[CH:15]=[CH:14][CH:13]=[CH:12][C:11]=2[N+:16]([O-:18])=[O:17])[C:4](=[O:19])[C:3]=1[C:20]([NH:27][CH2:44][C:42]([OH:41])=[O:43])=[O:22]. (2) The product is: [CH2:1]([N:8]1[CH2:13][CH2:12][CH2:11][CH:10]([C:14]([OH:16])=[O:15])[CH2:9]1)[C:2]1[CH:3]=[CH:4][CH:5]=[CH:6][CH:7]=1. Given the reactants [CH2:1]([N:8]1[CH2:13][CH2:12][CH2:11][CH:10]([C:14]([O:16]CC)=[O:15])[CH2:9]1)[C:2]1[CH:7]=[CH:6][CH:5]=[CH:4][CH:3]=1, predict the reaction product. (3) Given the reactants [Cl:1][C:2]1[CH:7]=[C:6]([CH2:8][C:9]2[C:14](=[O:15])[NH:13][C:12]([CH3:16])=[N:11][C:10]=2[CH2:17][CH2:18][CH3:19])[CH:5]=[CH:4][C:3]=1[C:20]1[C:21]([C:26]#[N:27])=[CH:22][CH:23]=[CH:24][CH:25]=1.[CH:28]([O:31][C:32]1[CH:37]=[CH:36][C:35](B(O)O)=[CH:34][CH:33]=1)([CH3:30])[CH3:29].C([N:43](CC)CC)C.N1C=CC=CC=1.[C:54]([O-:57])(=[O:56])C, predict the reaction product. The product is: [Cl:1][C:2]1[CH:7]=[C:6]([CH2:8][C:9]2[C:14](=[O:15])[N:13]([C:35]3[CH:36]=[CH:37][C:32]([O:31][CH:28]([CH3:30])[CH3:29])=[CH:33][CH:34]=3)[C:12]([CH3:16])=[N:11][C:10]=2[CH2:17][CH2:18][CH3:19])[CH:5]=[CH:4][C:3]=1[C:20]1[CH:25]=[CH:24][CH:23]=[CH:22][C:21]=1[C:26]1[NH:43][C:54](=[O:56])[O:57][N:27]=1. (4) Given the reactants [NH2:1][OH:2].Cl.[CH:4]([C:6]1[C:14]2[C:9](=[CH:10][CH:11]=[C:12]([CH:15]3[C:20]([C:21]#[N:22])=[C:19]([CH3:23])[NH:18][C:17]([CH3:24])=[C:16]3[C:25]#[N:26])[CH:13]=2)[NH:8][N:7]=1)=O, predict the reaction product. The product is: [OH:2]/[N:1]=[CH:4]/[C:6]1[C:14]2[C:9](=[CH:10][CH:11]=[C:12]([CH:15]3[C:20]([C:21]#[N:22])=[C:19]([CH3:23])[NH:18][C:17]([CH3:24])=[C:16]3[C:25]#[N:26])[CH:13]=2)[NH:8][N:7]=1. (5) Given the reactants Cl[C:2]1[N:10]=[C:9]([Cl:11])[CH:8]=[CH:7][C:3]=1[C:4]([NH2:6])=[O:5].[NH:12]1[CH2:17][CH2:16]C[C@@H:14]([NH:18][C:19](=[O:25])OC(C)(C)C)[CH2:13]1.[C:26](O)(=O)[CH:27]=C, predict the reaction product. The product is: [C:19]([NH:18][C@H:14]1[CH2:16][CH2:17][N:12]([C:2]2[N:10]=[C:9]([Cl:11])[CH:8]=[CH:7][C:3]=2[C:4]([NH2:6])=[O:5])[CH2:13]1)(=[O:25])[CH:26]=[CH2:27]. (6) Given the reactants [CH2:1]([O:8][C:9]1[C:10]([C:25]([O:27]C)=[O:26])=[N:11][N:12]2[CH:17]([C:18]3[CH:23]=[CH:22][CH:21]=[CH:20][CH:19]=3)[CH2:16][NH:15][C:14](=[O:24])[C:13]=12)[C:2]1[CH:7]=[CH:6][CH:5]=[CH:4][CH:3]=1.[H-].[Na+].I[CH3:32], predict the reaction product. The product is: [CH2:1]([O:8][C:9]1[C:10]([C:25]([OH:27])=[O:26])=[N:11][N:12]2[CH:17]([C:18]3[CH:19]=[CH:20][CH:21]=[CH:22][CH:23]=3)[CH2:16][N:15]([CH3:32])[C:14](=[O:24])[C:13]=12)[C:2]1[CH:3]=[CH:4][CH:5]=[CH:6][CH:7]=1. (7) Given the reactants [CH3:1][N:2]([CH3:18])[CH2:3][CH2:4][N:5]1[CH2:10][CH2:9][C:8]2[NH:11][C:12]([CH:15]=O)=[C:13]([CH3:14])[C:7]=2[C:6]1=[O:17].[F:19][C:20]1[CH:21]=[C:22]2[C:26](=[CH:27][CH:28]=1)[NH:25][C:24](=[O:29])[CH2:23]2.N1CCCCC1, predict the reaction product. The product is: [CH3:1][N:2]([CH3:18])[CH2:3][CH2:4][N:5]1[CH2:10][CH2:9][C:8]2[NH:11][C:12]([CH:15]=[C:23]3[C:22]4[C:26](=[CH:27][CH:28]=[C:20]([F:19])[CH:21]=4)[NH:25][C:24]3=[O:29])=[C:13]([CH3:14])[C:7]=2[C:6]1=[O:17]. (8) Given the reactants [Cl:1][C:2]1[CH:14]=[CH:13][C:5]2[NH:6][C:7]([S:9]([CH3:12])(=O)=O)=[N:8][C:4]=2[C:3]=1[NH:15][C:16]([C:18]1[O:19][CH:20]=[CH:21][CH:22]=1)=[O:17].ClC1C=CC2NC(SC3[CH:33]=[CH:34][CH:35]=[C:36]4[C:41]=3[NH:40][CH:39]=[CH:38][C:37]4=[O:42])=NC=2C=1NC(=O)C1C=CC=CC=1, predict the reaction product. The product is: [Cl:1][C:2]1[CH:14]=[CH:13][C:5]2[NH:6][C:7]([S:9][C:12]3[CH:33]=[CH:34][CH:35]=[C:36]4[C:41]=3[NH:40][CH:39]=[CH:38][C:37]4=[O:42])=[N:8][C:4]=2[C:3]=1[NH:15][C:16]([C:18]1[O:19][CH:20]=[CH:21][CH:22]=1)=[O:17].